From a dataset of Catalyst prediction with 721,799 reactions and 888 catalyst types from USPTO. Predict which catalyst facilitates the given reaction. (1) Reactant: [CH:1]1([C:7]2[CH:8]=[CH:9][C:10]([O:17][CH3:18])=[C:11]([NH:13][C:14]([NH2:16])=[S:15])[CH:12]=2)[CH2:6][CH2:5][CH2:4][CH2:3][CH2:2]1.BrBr. Product: [CH:1]1([C:7]2[C:12]3[S:15][C:14]([NH2:16])=[N:13][C:11]=3[C:10]([O:17][CH3:18])=[CH:9][CH:8]=2)[CH2:2][CH2:3][CH2:4][CH2:5][CH2:6]1. The catalyst class is: 452. (2) Reactant: C(NC(C)C)(C)C.[Li]CCCC.[Cl:13][C:14]1[CH:19]=[CH:18][CH:17]=[C:16]([Br:20])[CH:15]=1.[C:21]1([CH3:29])[CH:26]=[CH:25][CH:24]=[C:23]([CH:27]=[O:28])[CH:22]=1. Product: [Br:20][C:16]1[CH:17]=[CH:18][CH:19]=[C:14]([Cl:13])[C:15]=1[CH:27]([C:23]1[CH:22]=[C:21]([CH3:29])[CH:26]=[CH:25][CH:24]=1)[OH:28]. The catalyst class is: 1. (3) Reactant: C(OOC(=O)C1C=CC=CC=1)(=O)C1C=CC=CC=1.C1C=CC=CC=1.[Cl:25][C:26]1[CH:27]=[CH:28][C:29]([CH3:42])=[C:30]([C:32]2[CH:33]=[CH:34][C:35]([C:38]([O:40][CH3:41])=[O:39])=[N:36][CH:37]=2)[CH:31]=1.C1C(=O)N([Br:50])C(=O)C1. Product: [Br:50][CH2:42][C:29]1[CH:28]=[CH:27][C:26]([Cl:25])=[CH:31][C:30]=1[C:32]1[CH:33]=[CH:34][C:35]([C:38]([O:40][CH3:41])=[O:39])=[N:36][CH:37]=1. The catalyst class is: 25.